This data is from NCI-60 drug combinations with 297,098 pairs across 59 cell lines. The task is: Regression. Given two drug SMILES strings and cell line genomic features, predict the synergy score measuring deviation from expected non-interaction effect. (1) Drug 1: CN1CCC(CC1)COC2=C(C=C3C(=C2)N=CN=C3NC4=C(C=C(C=C4)Br)F)OC. Drug 2: CC12CCC3C(C1CCC2O)C(CC4=C3C=CC(=C4)O)CCCCCCCCCS(=O)CCCC(C(F)(F)F)(F)F. Cell line: SNB-75. Synergy scores: CSS=5.97, Synergy_ZIP=-3.54, Synergy_Bliss=0.106, Synergy_Loewe=-1.78, Synergy_HSA=0.592. (2) Synergy scores: CSS=45.4, Synergy_ZIP=3.76, Synergy_Bliss=-0.500, Synergy_Loewe=-27.8, Synergy_HSA=-0.821. Drug 2: C#CCC(CC1=CN=C2C(=N1)C(=NC(=N2)N)N)C3=CC=C(C=C3)C(=O)NC(CCC(=O)O)C(=O)O. Cell line: TK-10. Drug 1: CC1CCC2CC(C(=CC=CC=CC(CC(C(=O)C(C(C(=CC(C(=O)CC(OC(=O)C3CCCCN3C(=O)C(=O)C1(O2)O)C(C)CC4CCC(C(C4)OC)O)C)C)O)OC)C)C)C)OC. (3) Cell line: 786-0. Synergy scores: CSS=15.6, Synergy_ZIP=0.619, Synergy_Bliss=-3.42, Synergy_Loewe=-3.73, Synergy_HSA=-3.64. Drug 2: C1C(C(OC1N2C=NC3=C2NC=NCC3O)CO)O. Drug 1: CC12CCC3C(C1CCC2=O)CC(=C)C4=CC(=O)C=CC34C. (4) Drug 1: C1=CC(=CC=C1CCC2=CNC3=C2C(=O)NC(=N3)N)C(=O)NC(CCC(=O)O)C(=O)O. Drug 2: COC1=C2C(=CC3=C1OC=C3)C=CC(=O)O2. Cell line: SNB-75. Synergy scores: CSS=10.0, Synergy_ZIP=-0.608, Synergy_Bliss=-2.81, Synergy_Loewe=-12.7, Synergy_HSA=-2.86. (5) Drug 1: CC1C(C(=O)NC(C(=O)N2CCCC2C(=O)N(CC(=O)N(C(C(=O)O1)C(C)C)C)C)C(C)C)NC(=O)C3=C4C(=C(C=C3)C)OC5=C(C(=O)C(=C(C5=N4)C(=O)NC6C(OC(=O)C(N(C(=O)CN(C(=O)C7CCCN7C(=O)C(NC6=O)C(C)C)C)C)C(C)C)C)N)C. Drug 2: C1CC(C1)(C(=O)O)C(=O)O.[NH2-].[NH2-].[Pt+2]. Cell line: UACC-257. Synergy scores: CSS=4.00, Synergy_ZIP=-0.817, Synergy_Bliss=2.20, Synergy_Loewe=1.45, Synergy_HSA=1.13. (6) Synergy scores: CSS=9.27, Synergy_ZIP=1.44, Synergy_Bliss=3.58, Synergy_Loewe=-0.586, Synergy_HSA=-0.696. Drug 2: CS(=O)(=O)CCNCC1=CC=C(O1)C2=CC3=C(C=C2)N=CN=C3NC4=CC(=C(C=C4)OCC5=CC(=CC=C5)F)Cl. Drug 1: CC1=C(C(=CC=C1)Cl)NC(=O)C2=CN=C(S2)NC3=CC(=NC(=N3)C)N4CCN(CC4)CCO. Cell line: NCI/ADR-RES. (7) Drug 1: CCCS(=O)(=O)NC1=C(C(=C(C=C1)F)C(=O)C2=CNC3=C2C=C(C=N3)C4=CC=C(C=C4)Cl)F. Drug 2: CC(C)(C#N)C1=CC(=CC(=C1)CN2C=NC=N2)C(C)(C)C#N. Cell line: HOP-62. Synergy scores: CSS=1.36, Synergy_ZIP=-0.489, Synergy_Bliss=-1.61, Synergy_Loewe=-2.25, Synergy_HSA=-2.77.